Dataset: Reaction yield outcomes from USPTO patents with 853,638 reactions. Task: Predict the reaction yield, written as a fraction of the theoretical maximum amount of product (1.0 means a 100% yield; for example, 0.34 means a 34% yield). (1) The reactants are CC1(C)[O:6][CH:5]2[CH2:7][C:8]([CH3:32])([C:10]([NH:12][CH2:13][CH2:14][CH2:15][NH:16][C:17](=[O:31])[CH2:18][CH2:19][CH2:20][CH2:21][C@H:22]3[C@@H:29]4[C@@H:25]([NH:26][C:27](=[O:30])[NH:28]4)[CH2:24][S:23]3)=[O:11])[CH2:9][CH:4]2[O:3]1.Cl. The catalyst is CO. The product is [OH:3][CH:4]1[CH:5]([OH:6])[CH2:7][C:8]([CH3:32])([C:10]([NH:12][CH2:13][CH2:14][CH2:15][NH:16][C:17](=[O:31])[CH2:18][CH2:19][CH2:20][CH2:21][C@H:22]2[C@@H:29]3[C@@H:25]([NH:26][C:27](=[O:30])[NH:28]3)[CH2:24][S:23]2)=[O:11])[CH2:9]1. The yield is 0.950. (2) The reactants are [C:1]([O:5][C:6]([N:8]1[CH2:13][CH2:12][CH2:11][CH:10]([C:14]([OH:16])=O)[CH2:9]1)=[O:7])([CH3:4])([CH3:3])[CH3:2].[C:17]1([CH:23]2[CH2:28][CH2:27][CH2:26][CH2:25][NH:24]2)[CH:22]=[CH:21][CH:20]=[CH:19][CH:18]=1.CCN(C(C)C)C(C)C.CCN=C=NCCCN(C)C.C1C=CC2N(O)N=NC=2C=1. The catalyst is CN(C=O)C.C(Cl)Cl.[Cl-].[Na+].O. The product is [C:1]([O:5][C:6]([N:8]1[CH2:13][CH2:12][CH2:11][CH:10]([C:14]([N:24]2[CH2:25][CH2:26][CH2:27][CH2:28][CH:23]2[C:17]2[CH:22]=[CH:21][CH:20]=[CH:19][CH:18]=2)=[O:16])[CH2:9]1)=[O:7])([CH3:2])([CH3:3])[CH3:4]. The yield is 0.310. (3) The reactants are [Cl:1][C:2]1[CH:3]=[C:4]([C@H:8]([OH:24])[CH2:9][NH:10][C:11]2[CH:16]=[CH:15][N:14]=[C:13]([O:17]C)[C:12]=2[CH:19]2OCC[O:20]2)[CH:5]=[CH:6][CH:7]=1.O.Cl. The catalyst is O1CCOCC1. The product is [Cl:1][C:2]1[CH:3]=[C:4]([C@H:8]([OH:24])[CH2:9][NH:10][C:11]2[CH:16]=[CH:15][NH:14][C:13](=[O:17])[C:12]=2[CH:19]=[O:20])[CH:5]=[CH:6][CH:7]=1. The yield is 0.110. (4) The reactants are [CH3:1][O:2][C:3](=[O:13])[C:4]1[CH:9]=[CH:8][C:7]([O:10][CH3:11])=[N:6][C:5]=1Cl.[CH3:14][CH:15]([SH:17])[CH3:16]. No catalyst specified. The product is [CH3:1][O:2][C:3](=[O:13])[C:4]1[CH:9]=[CH:8][C:7]([O:10][CH3:11])=[N:6][C:5]=1[S:17][CH:15]([CH3:16])[CH3:14]. The yield is 0.870.